Dataset: Peptide-MHC class I binding affinity with 185,985 pairs from IEDB/IMGT. Task: Regression. Given a peptide amino acid sequence and an MHC pseudo amino acid sequence, predict their binding affinity value. This is MHC class I binding data. (1) The peptide sequence is EPEKDIREL. The MHC is HLA-B51:01 with pseudo-sequence HLA-B51:01. The binding affinity (normalized) is 0. (2) The peptide sequence is VYCKTVLEF. The MHC is H-2-Kd with pseudo-sequence H-2-Kd. The binding affinity (normalized) is 0.277. (3) The peptide sequence is KVGFIMLFH. The MHC is HLA-A02:03 with pseudo-sequence HLA-A02:03. The binding affinity (normalized) is 0.0847. (4) The peptide sequence is QLLWFHISCL. The MHC is Patr-A0301 with pseudo-sequence Patr-A0301. The binding affinity (normalized) is 0.169. (5) The peptide sequence is AAIDRQVSV. The MHC is HLA-A02:02 with pseudo-sequence HLA-A02:02. The binding affinity (normalized) is 0.368. (6) The peptide sequence is GWNDWQQVPF. The MHC is HLA-A23:01 with pseudo-sequence HLA-A23:01. The binding affinity (normalized) is 0.330. (7) The MHC is Mamu-B3901 with pseudo-sequence Mamu-B3901. The peptide sequence is RRWQQLLAL. The binding affinity (normalized) is 0.0682. (8) The peptide sequence is KAINVLRGF. The MHC is HLA-B58:01 with pseudo-sequence HLA-B58:01. The binding affinity (normalized) is 0.652.